Dataset: Forward reaction prediction with 1.9M reactions from USPTO patents (1976-2016). Task: Predict the product of the given reaction. (1) Given the reactants [F:1][C:2]([F:35])([F:34])[C:3]1[CH:4]=[C:5]([CH:27]=[C:28]([C:30]([F:33])([F:32])[F:31])[CH:29]=1)[CH2:6][N:7]([CH:11]1[CH2:17][CH2:16][CH2:15][NH:14][C:13]2[C:18]([CH3:26])=[CH:19][C:20]([C:22]([F:25])([F:24])[F:23])=[CH:21][C:12]1=2)[C:8](=[O:10])[CH3:9].N1C=CC=CC=1.[CH:42]([O:45][C:46](Cl)=[O:47])([CH3:44])[CH3:43], predict the reaction product. The product is: [CH:42]([O:45][C:46]([N:14]1[CH2:15][CH2:16][CH2:17][CH:11]([N:7]([C:8](=[O:10])[CH3:9])[CH2:6][C:5]2[CH:4]=[C:3]([C:2]([F:1])([F:34])[F:35])[CH:29]=[C:28]([C:30]([F:32])([F:33])[F:31])[CH:27]=2)[C:12]2[CH:21]=[C:20]([C:22]([F:23])([F:24])[F:25])[CH:19]=[C:18]([CH3:26])[C:13]1=2)=[O:47])([CH3:44])[CH3:43]. (2) Given the reactants Cl.[F:2][C:3]1[CH:8]=[CH:7][C:6]([CH:9]2[CH2:14][CH2:13][CH2:12][NH:11][CH2:10]2)=[CH:5][C:4]=1[O:15][CH2:16][CH2:17][O:18][CH3:19].C(N(C(C)C)CC)(C)C.[F:29][C:30]([F:35])([F:34])[C@@H:31]1[CH2:33][O:32]1, predict the reaction product. The product is: [F:29][C:30]([F:35])([F:34])[C@@H:31]([OH:32])[CH2:33][N:11]1[CH2:12][CH2:13][CH2:14][CH:9]([C:6]2[CH:7]=[CH:8][C:3]([F:2])=[C:4]([O:15][CH2:16][CH2:17][O:18][CH3:19])[CH:5]=2)[CH2:10]1. (3) Given the reactants [Cl:1][C:2]1[CH:7]=[CH:6][C:5]([S:8]([NH:11][C:12]2[C:13]([C:19]3[N:20]([CH:29]([CH3:31])[CH3:30])[C:21]([C:24](OCC)=[O:25])=[N:22][N:23]=3)=[N:14][CH:15]=[C:16]([Cl:18])[CH:17]=2)(=[O:10])=[O:9])=[CH:4][C:3]=1[C:32]([F:35])([F:34])[F:33].[NH:36]([CH3:38])[CH3:37].CCOC(C)=O, predict the reaction product. The product is: [Cl:1][C:2]1[CH:7]=[CH:6][C:5]([S:8]([NH:11][C:12]2[C:13]([C:19]3[N:20]([CH:29]([CH3:31])[CH3:30])[C:21]([C:24]([N:36]([CH3:38])[CH3:37])=[O:25])=[N:22][N:23]=3)=[N:14][CH:15]=[C:16]([Cl:18])[CH:17]=2)(=[O:10])=[O:9])=[CH:4][C:3]=1[C:32]([F:34])([F:33])[F:35]. (4) Given the reactants Br[C:2]1[CH:3]=[C:4]([CH:8]2[C:13]([CH3:15])([CH3:14])[O:12][C:11]([NH:16][C@H:17]([C:19]3[CH:24]=[CH:23][CH:22]=[CH:21][C:20]=3[F:25])[CH3:18])=[N:10][S:9]2(=[O:27])=[O:26])[CH:5]=[CH:6][CH:7]=1, predict the reaction product. The product is: [CH3:15][C:13]1([CH3:14])[O:12][C:11]([NH:16][C@H:17]([C:19]2[CH:24]=[CH:23][CH:22]=[CH:21][C:20]=2[F:25])[CH3:18])=[N:10][S:9](=[O:27])(=[O:26])[CH:8]1[C:4]1[CH:5]=[CH:6][CH:7]=[CH:2][CH:3]=1.